This data is from hERG potassium channel inhibition data for cardiac toxicity prediction from Karim et al.. The task is: Regression/Classification. Given a drug SMILES string, predict its toxicity properties. Task type varies by dataset: regression for continuous values (e.g., LD50, hERG inhibition percentage) or binary classification for toxic/non-toxic outcomes (e.g., AMES mutagenicity, cardiotoxicity, hepatotoxicity). Dataset: herg_karim. (1) The result is 1 (blocker). The drug is COC(=O)c1[nH]c2cc(F)ccc2c1C1C[N+]CC[C@@H]1F. (2) The result is 1 (blocker). The compound is Cc1ccc(CN2CCC(Oc3ncnc4c3ccn4Cc3ccccc3)CC2)nc1. (3) The molecule is CNC(=O)CN1Cc2c(nc(C)c(CN)c2-c2ccc(Cl)cc2Cl)C1=O. The result is 0 (non-blocker). (4) The drug is Cc1ccc(-c2ncc(OC[C@@H]3CCNC3)cc2-c2ccc(C#N)cc2)cc1. The result is 1 (blocker). (5) The compound is O=C(NCC1(O)CCCCC1)C1CCN(Cc2ccn(-c3ccc(C(F)(F)F)cc3)c2)CC1. The result is 0 (non-blocker). (6) The molecule is Cc1ccc2c(N3CCN(CCc4cccc5c4OCc4c(C(N)=O)ncn4-5)CC3)cccc2n1. The result is 0 (non-blocker). (7) The drug is O=[N+]([O-])c1ccc(CCN2CCN(CCc3ccc4[n-][o+]nc4c3)CC2)cc1. The result is 1 (blocker).